Dataset: Reaction yield outcomes from USPTO patents with 853,638 reactions. Task: Predict the reaction yield, written as a fraction of the theoretical maximum amount of product (1.0 means a 100% yield; for example, 0.34 means a 34% yield). (1) The reactants are N1C2C(=CC=C3C=2N=CC=C3)C=CC=1.[C:15]([C:17]1[CH:23]=[CH:22][C:20]([NH2:21])=[CH:19][CH:18]=1)#[N:16].CC(C)([O-])C.[Na+].CCCCCCCCCCCC.I[C:43]1[CH:44]=[C:45]([CH3:50])[CH:46]=[C:47]([CH3:49])[CH:48]=1. The catalyst is [Cu]I.O1CCOCC1. The product is [CH3:50][C:45]1[CH:44]=[C:43]([NH:21][C:20]2[CH:22]=[CH:23][C:17]([C:15]#[N:16])=[CH:18][CH:19]=2)[CH:48]=[C:47]([CH3:49])[CH:46]=1. The yield is 0.690. (2) The reactants are C(=O)([O-])[O-].[K+].[K+].[N+](C1C=CC=CC=1S([O:19][C:20]1[CH:25]=[CH:24][C:23]([CH:26]2[O:31][CH2:30][CH2:29][N:28](S(C3C=CC=CC=3[N+]([O-])=O)(=O)=O)[CH2:27]2)=[CH:22][CH:21]=1)(=O)=O)([O-])=O.BrC1C=CC(S)=CC=1.Cl. The catalyst is CN(C)C=O. The product is [NH:28]1[CH2:29][CH2:30][O:31][CH:26]([C:23]2[CH:24]=[CH:25][C:20]([OH:19])=[CH:21][CH:22]=2)[CH2:27]1. The yield is 0.630. (3) The reactants are [NH2:1][C:2]1[S:3][CH:4]=[CH:5][C:6]=1[C:7]([O:9][CH3:10])=[O:8].[C:11]1([C:22]2[CH:27]=[CH:26][CH:25]=[CH:24][CH:23]=2)[CH:16]=[CH:15][C:14]([O:17][CH2:18][C:19](O)=[O:20])=[CH:13][CH:12]=1. No catalyst specified. The product is [C:11]1([C:22]2[CH:23]=[CH:24][CH:25]=[CH:26][CH:27]=2)[CH:12]=[CH:13][C:14]([O:17][CH2:18][C:19]([NH:1][C:2]2[S:3][CH:4]=[CH:5][C:6]=2[C:7]([O:9][CH3:10])=[O:8])=[O:20])=[CH:15][CH:16]=1. The yield is 0.540. (4) The reactants are [F:1][CH:2]1[CH:11](OC)[NH:10][C:9](=O)[C:8]2[N:7]=[CH:6][C:5]([C:15]#[N:16])=[CH:4][C:3]1=2.O=P(Cl)(Cl)[Cl:19]. The catalyst is C(#N)C. The product is [Cl:19][C:9]1[N:10]=[CH:11][C:2]([F:1])=[C:3]2[C:8]=1[N:7]=[CH:6][C:5]([C:15]#[N:16])=[CH:4]2. The yield is 0.563. (5) The reactants are [C:1]([C:3]1[C:8](=[O:9])[N:7]([CH2:10][C:11]2[CH:16]=[CH:15][C:14]([CH3:17])=[CH:13][C:12]=2[CH3:18])[C:6]([C:19]2[CH:24]=[CH:23][C:22]([O:25][C:26]3[CH:31]=[CH:30][C:29]([NH:32]C(=O)OC(C)(C)C)=[CH:28][CH:27]=3)=[CH:21][CH:20]=2)=[CH:5][C:4]=1[C:40]([F:43])([F:42])[F:41])#[N:2].[ClH:44].O1CCOCC1. No catalyst specified. The product is [ClH:44].[NH2:32][C:29]1[CH:28]=[CH:27][C:26]([O:25][C:22]2[CH:21]=[CH:20][C:19]([C:6]3[N:7]([CH2:10][C:11]4[CH:16]=[CH:15][C:14]([CH3:17])=[CH:13][C:12]=4[CH3:18])[C:8](=[O:9])[C:3]([C:1]#[N:2])=[C:4]([C:40]([F:43])([F:41])[F:42])[CH:5]=3)=[CH:24][CH:23]=2)=[CH:31][CH:30]=1. The yield is 0.850. (6) The reactants are [CH:1]1([C:7]([NH:9][C:10]2[CH:15]=[CH:14][CH:13]=[CH:12][C:11]=2/[CH:16]=[CH:17]/[C:18]([O:20]C)=O)=[O:8])[CH2:6][CH2:5][CH2:4][CH2:3][CH2:2]1.[NH2:22][OH:23].[OH-].[Na+]. The catalyst is CO.C1COCC1. The product is [OH:23][NH:22][C:18](=[O:20])/[CH:17]=[CH:16]/[C:11]1[CH:12]=[CH:13][CH:14]=[CH:15][C:10]=1[NH:9][C:7]([CH:1]1[CH2:6][CH2:5][CH2:4][CH2:3][CH2:2]1)=[O:8]. The yield is 0.380. (7) The reactants are [Si:1]([O:8][CH2:9][CH2:10][C@@H:11]([C:13]([OH:15])=[O:14])[NH2:12])([C:4]([CH3:7])([CH3:6])[CH3:5])([CH3:3])[CH3:2].C(N(CC)CC)C.[C:23](O[C:23]([O:25][C:26]([CH3:29])([CH3:28])[CH3:27])=[O:24])([O:25][C:26]([CH3:29])([CH3:28])[CH3:27])=[O:24]. The catalyst is C(Cl)Cl. The product is [C:26]([O:25][C:23]([NH:12][C@H:11]([C:13]([OH:15])=[O:14])[CH2:10][CH2:9][O:8][Si:1]([C:4]([CH3:6])([CH3:7])[CH3:5])([CH3:3])[CH3:2])=[O:24])([CH3:29])([CH3:28])[CH3:27]. The yield is 0.990.